Dataset: NCI-60 drug combinations with 297,098 pairs across 59 cell lines. Task: Regression. Given two drug SMILES strings and cell line genomic features, predict the synergy score measuring deviation from expected non-interaction effect. (1) Drug 1: CN(C)N=NC1=C(NC=N1)C(=O)N. Drug 2: C(=O)(N)NO. Cell line: HCT-15. Synergy scores: CSS=-1.82, Synergy_ZIP=0.256, Synergy_Bliss=-1.41, Synergy_Loewe=-8.81, Synergy_HSA=-3.98. (2) Drug 1: CC1C(C(CC(O1)OC2CC(CC3=C2C(=C4C(=C3O)C(=O)C5=C(C4=O)C(=CC=C5)OC)O)(C(=O)CO)O)N)O.Cl. Drug 2: CC(C)NC(=O)C1=CC=C(C=C1)CNNC.Cl. Cell line: NCI-H226. Synergy scores: CSS=-2.75, Synergy_ZIP=1.01, Synergy_Bliss=-0.114, Synergy_Loewe=-5.23, Synergy_HSA=-3.45. (3) Drug 1: C1=CN(C=N1)CC(O)(P(=O)(O)O)P(=O)(O)O. Drug 2: CC1C(C(CC(O1)OC2CC(CC3=C2C(=C4C(=C3O)C(=O)C5=C(C4=O)C(=CC=C5)OC)O)(C(=O)CO)O)N)O.Cl. Cell line: SN12C. Synergy scores: CSS=23.3, Synergy_ZIP=-2.91, Synergy_Bliss=-2.48, Synergy_Loewe=-9.73, Synergy_HSA=-1.06. (4) Drug 1: CN(C)C1=NC(=NC(=N1)N(C)C)N(C)C. Drug 2: CC1C(C(=O)NC(C(=O)N2CCCC2C(=O)N(CC(=O)N(C(C(=O)O1)C(C)C)C)C)C(C)C)NC(=O)C3=C4C(=C(C=C3)C)OC5=C(C(=O)C(=C(C5=N4)C(=O)NC6C(OC(=O)C(N(C(=O)CN(C(=O)C7CCCN7C(=O)C(NC6=O)C(C)C)C)C)C(C)C)C)N)C. Cell line: NCI/ADR-RES. Synergy scores: CSS=0.952, Synergy_ZIP=0.760, Synergy_Bliss=1.08, Synergy_Loewe=-0.528, Synergy_HSA=-0.601. (5) Drug 1: C1=NC(=NC(=O)N1C2C(C(C(O2)CO)O)O)N. Drug 2: C1CCC(C(C1)N)N.C(=O)(C(=O)[O-])[O-].[Pt+4]. Cell line: OVCAR3. Synergy scores: CSS=22.6, Synergy_ZIP=-4.73, Synergy_Bliss=0.577, Synergy_Loewe=-8.25, Synergy_HSA=-0.0390. (6) Drug 1: C(=O)(N)NO. Cell line: DU-145. Synergy scores: CSS=26.3, Synergy_ZIP=-3.29, Synergy_Bliss=-1.71, Synergy_Loewe=-40.2, Synergy_HSA=-3.12. Drug 2: CC1C(C(CC(O1)OC2CC(CC3=C2C(=C4C(=C3O)C(=O)C5=C(C4=O)C(=CC=C5)OC)O)(C(=O)CO)O)N)O.Cl. (7) Drug 1: C1=C(C(=O)NC(=O)N1)N(CCCl)CCCl. Drug 2: CC1CCC2CC(C(=CC=CC=CC(CC(C(=O)C(C(C(=CC(C(=O)CC(OC(=O)C3CCCCN3C(=O)C(=O)C1(O2)O)C(C)CC4CCC(C(C4)OC)OCCO)C)C)O)OC)C)C)C)OC. Cell line: SF-268. Synergy scores: CSS=23.0, Synergy_ZIP=-3.60, Synergy_Bliss=-2.99, Synergy_Loewe=-1.37, Synergy_HSA=0.370.